Dataset: Forward reaction prediction with 1.9M reactions from USPTO patents (1976-2016). Task: Predict the product of the given reaction. (1) The product is: [Cl:1][C:2]1[C:3]([C:16]#[N:17])=[C:4]([N+:13]([O-:15])=[O:14])[C:5]([O:12][S:27]([C:26]([F:39])([F:38])[F:25])(=[O:29])=[O:28])=[C:6]([CH:11]=1)[C:7]([O:9][CH3:10])=[O:8]. Given the reactants [Cl:1][C:2]1[C:3]([C:16]#[N:17])=[C:4]([N+:13]([O-:15])=[O:14])[C:5]([OH:12])=[C:6]([CH:11]=1)[C:7]([O:9][CH3:10])=[O:8].C(N(CC)CC)C.[F:25][C:26]([F:39])([F:38])[S:27](O[S:27]([C:26]([F:39])([F:38])[F:25])(=[O:29])=[O:28])(=[O:29])=[O:28], predict the reaction product. (2) Given the reactants C(=O)([O-])[O-].[K+].[K+].[N:7]1[CH:12]=[CH:11][C:10]([NH:13][NH2:14])=[CH:9][CH:8]=1.Cl[CH:16]([CH2:19]Cl)[C:17]#[N:18], predict the reaction product. The product is: [N:7]1[CH:12]=[CH:11][C:10]([N:13]2[CH:19]=[CH:16][C:17]([NH2:18])=[N:14]2)=[CH:9][CH:8]=1. (3) Given the reactants Cl[C:2]1[CH:7]=[CH:6][N:5]=[C:4]2[CH:8]=[C:9]([C:11]3[N:12]([CH3:16])[CH:13]=[CH:14][N:15]=3)[S:10][C:3]=12.FC1C=C([N+]([O-])=O)C=CC=1OC1C=CN=C2C=C(C3SC=CN=3)SC=12.[CH3:42][O:43][C:44]1[CH:45]=[C:46]([OH:53])[CH:47]=[CH:48][C:49]=1[N+:50]([O-:52])=[O:51], predict the reaction product. The product is: [CH3:42][O:43][C:44]1[CH:45]=[C:46]([CH:47]=[CH:48][C:49]=1[N+:50]([O-:52])=[O:51])[O:53][C:2]1[CH:7]=[CH:6][N:5]=[C:4]2[CH:8]=[C:9]([C:11]3[N:12]([CH3:16])[CH:13]=[CH:14][N:15]=3)[S:10][C:3]=12. (4) Given the reactants [OH-].[Na+].C[O:4][C:5](=[O:25])[CH2:6][N:7]1[C:11]([CH2:12][CH3:13])=[C:10]([O:14][C:15]2[CH:20]=[C:19]([Cl:21])[CH:18]=[C:17]([Cl:22])[CH:16]=2)[C:9]([CH2:23][CH3:24])=[N:8]1, predict the reaction product. The product is: [Cl:22][C:17]1[CH:16]=[C:15]([CH:20]=[C:19]([Cl:21])[CH:18]=1)[O:14][C:10]1[C:9]([CH2:23][CH3:24])=[N:8][N:7]([CH2:6][C:5]([OH:25])=[O:4])[C:11]=1[CH2:12][CH3:13]. (5) Given the reactants [CH3:1][O:2][C:3](=[O:20])[CH2:4][C@H:5]1[CH2:9][CH2:8][CH2:7][N:6]1[C:10]1[C:15]([N+:16]([O-])=O)=[CH:14][N:13]=[C:12]([Cl:19])[N:11]=1.[H][H], predict the reaction product. The product is: [CH3:1][O:2][C:3](=[O:20])[CH2:4][C@H:5]1[CH2:9][CH2:8][CH2:7][N:6]1[C:10]1[C:15]([NH2:16])=[CH:14][N:13]=[C:12]([Cl:19])[N:11]=1. (6) Given the reactants [C:1]([C:4]1[S:8][CH:7]=[C:6]([C:9]([OH:11])=O)[CH:5]=1)(=[O:3])[CH3:2].Cl.[NH2:13][CH2:14][C:15]1[C:16](=[O:23])[NH:17][C:18]([CH3:22])=[CH:19][C:20]=1[CH3:21].C1C=NC2N(O)N=NC=2C=1.C(Cl)CCl.CN1CCOCC1, predict the reaction product. The product is: [C:1]([C:4]1[S:8][CH:7]=[C:6]([C:9]([NH:13][CH2:14][C:15]2[C:16](=[O:23])[NH:17][C:18]([CH3:22])=[CH:19][C:20]=2[CH3:21])=[O:11])[CH:5]=1)(=[O:3])[CH3:2].